Dataset: Peptide-MHC class II binding affinity with 134,281 pairs from IEDB. Task: Regression. Given a peptide amino acid sequence and an MHC pseudo amino acid sequence, predict their binding affinity value. This is MHC class II binding data. The binding affinity (normalized) is 0.0313. The peptide sequence is PSPSMGRDIKVQFQS. The MHC is DRB1_0401 with pseudo-sequence DRB1_0401.